From a dataset of Reaction yield outcomes from USPTO patents with 853,638 reactions. Predict the reaction yield, written as a fraction of the theoretical maximum amount of product (1.0 means a 100% yield; for example, 0.34 means a 34% yield). The reactants are C(OC([C:6]1[NH:7][CH:8]=[C:9]2[C:14]=1[CH:13]1[CH2:15][CH2:16][CH:10]2[CH:11]=[CH:12]1)=O)C.[OH-].[K+]. The catalyst is C(O)CO. The product is [CH:6]1[NH:7][CH:8]=[C:9]2[C:14]=1[CH:13]1[CH2:15][CH2:16][CH:10]2[CH:11]=[CH:12]1. The yield is 0.704.